This data is from Catalyst prediction with 721,799 reactions and 888 catalyst types from USPTO. The task is: Predict which catalyst facilitates the given reaction. (1) Reactant: [NH2:1][C:2]([C@@H:4]([NH:9]C(=O)OCC1C=CC=CC=1)[C:5]([CH3:8])([CH3:7])[CH3:6])=[O:3]. Product: [NH2:9][C@H:4]([C:2]([NH2:1])=[O:3])[C:5]([CH3:8])([CH3:7])[CH3:6]. The catalyst class is: 123. (2) Reactant: CN(C)C=O.[Br:6][C:7]1[CH:12]=[C:11]([Cl:13])[CH:10]=[CH:9][C:8]=1[N:14]1[CH:18]=[N:17][C:16]([OH:19])=[N:15]1.C(=O)([O-])[O-].[K+].[K+].[CH3:26][O:27][C:28]1[CH:35]=[CH:34][C:31]([CH2:32]Cl)=[CH:30][CH:29]=1. Product: [Br:6][C:7]1[CH:12]=[C:11]([Cl:13])[CH:10]=[CH:9][C:8]=1[N:14]1[CH:18]=[N:17][C:16]([O:19][CH2:32][C:31]2[CH:34]=[CH:35][C:28]([O:27][CH3:26])=[CH:29][CH:30]=2)=[N:15]1. The catalyst class is: 6. (3) Reactant: [CH3:1][C:2]1([CH3:14])[C:6]([CH3:8])([CH3:7])[O:5][B:4]([C:9]2[CH:10]=[N:11][NH:12][CH:13]=2)[O:3]1.I[CH2:16][CH3:17].C(=O)([O-])[O-].[Cs+].[Cs+]. Product: [CH2:16]([N:12]1[CH:13]=[C:9]([B:4]2[O:5][C:6]([CH3:7])([CH3:8])[C:2]([CH3:14])([CH3:1])[O:3]2)[CH:10]=[N:11]1)[CH3:17]. The catalyst class is: 10. (4) Reactant: [Cl:1][C:2]1[CH:3]=[C:4]([C:9]2([C:14]([F:17])([F:16])[F:15])[CH2:13][CH2:12][NH:11][CH2:10]2)[CH:5]=[C:6]([Cl:8])[CH:7]=1.F[C:19]1[CH:26]=[CH:25][C:22]([C:23]#[N:24])=[CH:21][CH:20]=1.C(=O)([O-])[O-].[K+].[K+]. Product: [Cl:8][C:6]1[CH:5]=[C:4]([C:9]2([C:14]([F:17])([F:16])[F:15])[CH2:13][CH2:12][N:11]([C:19]3[CH:26]=[CH:25][C:22]([C:23]#[N:24])=[CH:21][CH:20]=3)[CH2:10]2)[CH:3]=[C:2]([Cl:1])[CH:7]=1. The catalyst class is: 16. (5) Reactant: [CH3:1][C:2]1([C:8]([NH2:10])=O)[CH2:7][CH2:6][O:5][CH2:4][CH2:3]1.COC1C=CC(P2(SP(C3C=CC(OC)=CC=3)(=S)S2)=[S:20])=CC=1. Product: [CH3:1][C:2]1([C:8](=[S:20])[NH2:10])[CH2:7][CH2:6][O:5][CH2:4][CH2:3]1. The catalyst class is: 1. (6) Reactant: [NH2:1][CH2:2][CH:3]1[CH2:7][CH2:6][N:5]([C:8](=[O:28])[CH2:9][CH2:10][CH2:11][CH2:12][CH:13]([C:21]2[CH:26]=[CH:25][C:24]([F:27])=[CH:23][CH:22]=2)[C:14]2[CH:19]=[CH:18][C:17]([F:20])=[CH:16][CH:15]=2)[CH2:4]1.[C:29]([C:33]1[CH:34]=[C:35]([CH:39]=[C:40]([C:44]([CH3:47])([CH3:46])[CH3:45])[C:41]=1[O:42][CH3:43])[C:36](O)=[O:37])([CH3:32])([CH3:31])[CH3:30].C(Cl)CCl. Product: [F:20][C:17]1[CH:18]=[CH:19][C:14]([CH:13]([C:21]2[CH:26]=[CH:25][C:24]([F:27])=[CH:23][CH:22]=2)[CH2:12][CH2:11][CH2:10][CH2:9][C:8]([N:5]2[CH2:6][CH2:7][CH:3]([CH2:2][NH:1][C:36](=[O:37])[C:35]3[CH:39]=[C:40]([C:44]([CH3:45])([CH3:46])[CH3:47])[C:41]([O:42][CH3:43])=[C:33]([C:29]([CH3:32])([CH3:31])[CH3:30])[CH:34]=3)[CH2:4]2)=[O:28])=[CH:15][CH:16]=1. The catalyst class is: 64. (7) Reactant: [F:1][C:2]([F:7])([F:6])[C:3]([OH:5])=[O:4].[CH3:8][CH:9]1[C:14](=[O:15])[NH:13][N:12]=[C:11]2[CH2:16][O:17][C:18]3[CH:23]=[C:22]([C:24]([F:27])([F:26])[F:25])[C:21]([NH:28][C:29]4([CH3:33])[CH2:32][NH:31][CH2:30]4)=[CH:20][C:19]=3[N:10]12.C=O.[BH3-][C:37]#N.[Na+]. Product: [F:1][C:2]([F:7])([F:6])[C:3]([OH:5])=[O:4].[CH3:37][N:31]1[CH2:30][C:29]([NH:28][C:21]2[C:22]([C:24]([F:25])([F:27])[F:26])=[CH:23][C:18]3[O:17][CH2:16][C:11]4=[N:12][NH:13][C:14](=[O:15])[C@H:9]([CH3:8])[N:10]4[C:19]=3[CH:20]=2)([CH3:33])[CH2:32]1.[F:1][C:2]([F:7])([F:6])[C:3]([OH:5])=[O:4].[CH3:2][N:31]1[CH2:30][C:29]([NH:28][C:21]2[C:22]([C:24]([F:25])([F:27])[F:26])=[CH:23][C:18]3[O:17][CH2:16][C:11]4=[N:12][NH:13][C:14](=[O:15])[C@@H:9]([CH3:8])[N:10]4[C:19]=3[CH:20]=2)([CH3:33])[CH2:32]1. The catalyst class is: 467. (8) Reactant: [NH:1]1[CH2:7][CH2:6][CH2:5][C:4](=[O:8])[C:3]2[CH:9]=[CH:10][CH:11]=[CH:12][C:2]1=2.N1C=CC=CC=1.[CH:19]([O:22][C:23](Cl)=[O:24])([CH3:21])[CH3:20]. Product: [CH:19]([O:22][C:23]([N:1]1[CH2:7][CH2:6][CH2:5][C:4](=[O:8])[C:3]2[CH:9]=[CH:10][CH:11]=[CH:12][C:2]1=2)=[O:24])([CH3:21])[CH3:20]. The catalyst class is: 4. (9) Reactant: [CH:1]1([C:4]2[NH:8][C:7]3[C:9]([F:34])=[C:10]([C:27]4[C:28]([CH3:33])=[N:29][O:30][C:31]=4[CH3:32])[CH:11]=[C:12]([C:13]([C:21]4[CH:26]=[CH:25][CH:24]=[CH:23][N:22]=4)([C:15]4[CH:20]=[CH:19][CH:18]=[CH:17][N:16]=4)O)[C:6]=3[N:5]=2)[CH2:3][CH2:2]1.CCN(S(F)(F)[F:41])CC.C(=O)(O)[O-].[Na+]. Product: [CH:1]1([C:4]2[NH:8][C:7]3[C:9]([F:34])=[C:10]([C:27]4[C:28]([CH3:33])=[N:29][O:30][C:31]=4[CH3:32])[CH:11]=[C:12]([C:13]([F:41])([C:21]4[CH:26]=[CH:25][CH:24]=[CH:23][N:22]=4)[C:15]4[CH:20]=[CH:19][CH:18]=[CH:17][N:16]=4)[C:6]=3[N:5]=2)[CH2:3][CH2:2]1. The catalyst class is: 2. (10) Reactant: [NH2:1][C:2]1[N:7]=[C:6]([Cl:8])[C:5]([NH:9]C=O)=[C:4]([NH:12][CH2:13][C:14]2[CH:19]=[CH:18][CH:17]=[C:16]([CH2:20][O:21][C@H:22]3[CH2:26][CH2:25][O:24][CH2:23]3)[N:15]=2)[N:3]=1.Cl.[OH-].[Na+]. Product: [Cl:8][C:6]1[N:7]=[C:2]([NH2:1])[N:3]=[C:4]([NH:12][CH2:13][C:14]2[CH:19]=[CH:18][CH:17]=[C:16]([CH2:20][O:21][C@H:22]3[CH2:26][CH2:25][O:24][CH2:23]3)[N:15]=2)[C:5]=1[NH2:9]. The catalyst class is: 14.